This data is from Full USPTO retrosynthesis dataset with 1.9M reactions from patents (1976-2016). The task is: Predict the reactants needed to synthesize the given product. (1) Given the product [C:1]([O:5][C:6](=[O:13])[NH:7][C@H:8]([C:10]1[N:36]([C:37]2[CH:38]=[N:39][CH:40]=[C:41]([F:43])[CH:42]=2)[C:28]2[C:29]([C:30]#[N:31])=[C:32]([F:35])[CH:33]=[CH:34][C:27]=2[N:11]=1)[CH3:9])([CH3:4])([CH3:3])[CH3:2], predict the reactants needed to synthesize it. The reactants are: [C:1]([O:5][C:6](=[O:13])[NH:7][C@H:8]([C:10](=O)[NH2:11])[CH3:9])([CH3:4])([CH3:3])[CH3:2].F[B-](F)(F)F.C([O+](CC)CC)C.N[C:27]1[C:28]([NH:36][C:37]2[CH:38]=[N:39][CH:40]=[C:41]([F:43])[CH:42]=2)=[C:29]([C:32]([F:35])=[CH:33][CH:34]=1)[C:30]#[N:31]. (2) Given the product [C:32]([C@@H:29]1[CH2:30][CH2:31][C:26]([C:23]2[CH:24]=[CH:25][C:20]([CH:14]([C:15]([OH:17])=[O:16])[CH2:13][C:10]3[CH:9]=[CH:8][C:7]([C:6]([OH:36])=[O:5])=[CH:12][CH:11]=3)=[CH:21][CH:22]=2)=[CH:27][CH2:28]1)([CH3:35])([CH3:33])[CH3:34], predict the reactants needed to synthesize it. The reactants are: C([O:5][C:6](=[O:36])[C:7]1[CH:12]=[CH:11][C:10]([CH2:13][CH:14]([C:20]2[CH:25]=[CH:24][C:23]([C:26]3[CH2:31][CH2:30][C@@H:29]([C:32]([CH3:35])([CH3:34])[CH3:33])[CH2:28][CH:27]=3)=[CH:22][CH:21]=2)[C:15]([O:17]CC)=[O:16])=[CH:9][CH:8]=1)(C)(C)C.[OH-].[Li+].OP([O-])(O)=O.[K+]. (3) Given the product [CH3:16][O:15][C:11]1[CH:10]=[C:9]([CH:14]=[CH:13][CH:12]=1)/[CH:8]=[C:5](\[CH2:6][CH3:7])/[C:4]([OH:17])=[O:3], predict the reactants needed to synthesize it. The reactants are: C([O:3][C:4](=[O:17])/[C:5](=[CH:8]/[C:9]1[CH:14]=[CH:13][CH:12]=[C:11]([O:15][CH3:16])[CH:10]=1)/[CH2:6][CH3:7])C.[Li+].[OH-].O. (4) Given the product [NH2:7][C@@H:8]([CH:9]([CH3:10])[CH3:11])[C:12]([NH:13][O:14][CH2:15][CH3:16])=[O:17], predict the reactants needed to synthesize it. The reactants are: C(OC(=O)[NH:7][C@H:8]([C:12](=[O:17])[NH:13][O:14][CH2:15][CH3:16])[CH:9]([CH3:11])[CH3:10])(C)(C)C.S(=O)(=O)(O)O. (5) Given the product [CH:24]1([CH2:1][N:2]([C@H:9]2[C:18]3[N:17]=[CH:16][CH:15]=[CH:14][C:13]=3[CH2:12][CH2:11][CH2:10]2)[CH2:3][C:4]([O:6][CH2:7][CH3:8])=[O:5])[CH2:23][CH2:22]1, predict the reactants needed to synthesize it. The reactants are: [CH3:1][N:2]([C@H:9]1[C:18]2[N:17]=[CH:16][CH:15]=[CH:14][C:13]=2[CH2:12][CH2:11][CH2:10]1)[CH2:3][C:4]([O:6][CH2:7][CH3:8])=[O:5].N1C2[C@H](NCC(OCC)=O)CC[CH2:24][C:23]=2[CH:22]=CC=1.C(O)(=O)C.C1(C=O)CC1.C(O[BH-](OC(=O)C)OC(=O)C)(=O)C.[Na+]. (6) The reactants are: [F:1][C:2]1[CH:7]=[CH:6][C:5]([N:8]2[C:12]3[CH:13]=[C:14]4[C@:19]([C:21](Cl)=[O:22])([CH2:20][C:11]=3[CH:10]=[N:9]2)[CH2:18][N:17]([S:24]([C:27]2[CH:28]=[N:29][C:30]([N:33]3[CH2:37][CH2:36][C@@H:35]([F:38])[CH2:34]3)=[CH:31][CH:32]=2)(=[O:26])=[O:25])[CH2:16][CH2:15]4)=[CH:4][CH:3]=1.[O:39]1[CH2:44][CH2:43][CH2:42][CH2:41][CH:40]1[O:45][CH:46]1[CH2:49][CH:48]([CH2:50][OH:51])[CH2:47]1. Given the product [O:39]1[CH2:44][CH2:43][CH2:42][CH2:41][CH:40]1[O:45][CH:46]1[CH2:47][CH:48]([CH2:50][O:51][C:21]([C@@:19]23[CH2:18][N:17]([S:24]([C:27]4[CH:28]=[N:29][C:30]([N:33]5[CH2:37][CH2:36][C@@H:35]([F:38])[CH2:34]5)=[CH:31][CH:32]=4)(=[O:26])=[O:25])[CH2:16][CH2:15][C:14]2=[CH:13][C:12]2[N:8]([C:5]4[CH:6]=[CH:7][C:2]([F:1])=[CH:3][CH:4]=4)[N:9]=[CH:10][C:11]=2[CH2:20]3)=[O:22])[CH2:49]1, predict the reactants needed to synthesize it. (7) Given the product [Cl:1][C:2]1[CH:3]=[C:4]([CH:9]=[CH:10][C:11]=1[O:12][CH2:13][C:14]1[CH:19]=[CH:18][C:17]([F:20])=[C:16]([F:21])[CH:15]=1)[C:5]([OH:7])=[O:6], predict the reactants needed to synthesize it. The reactants are: [Cl:1][C:2]1[CH:3]=[C:4]([CH:9]=[CH:10][C:11]=1[O:12][CH2:13][C:14]1[CH:19]=[CH:18][C:17]([F:20])=[C:16]([F:21])[CH:15]=1)[C:5]([O:7]C)=[O:6].[OH-].[Na+].